From a dataset of Peptide-MHC class I binding affinity with 185,985 pairs from IEDB/IMGT. Regression. Given a peptide amino acid sequence and an MHC pseudo amino acid sequence, predict their binding affinity value. This is MHC class I binding data. (1) The peptide sequence is RPFNNILNL. The MHC is HLA-B35:01 with pseudo-sequence HLA-B35:01. The binding affinity (normalized) is 0.0544. (2) The peptide sequence is CHEGINPNM. The MHC is H-2-Kb with pseudo-sequence H-2-Kb. The binding affinity (normalized) is 0.0335.